This data is from Forward reaction prediction with 1.9M reactions from USPTO patents (1976-2016). The task is: Predict the product of the given reaction. (1) Given the reactants CO[CH2:3][O:4][CH3:5].[C:6](CS([O-])(=O)=O)(=[O:8])C.[C:14]1([C:20]2([C:29]3[CH:34]=[CH:33][CH:32]=[CH:31][CH:30]=3)[C:25](=[O:26])[NH:24][C:23](=[O:27])[NH:22][C:21]2=[O:28])[CH:19]=[CH:18][CH:17]=[CH:16][CH:15]=1.[CH:35](N(CC)C(C)C)(C)C, predict the reaction product. The product is: [CH3:35][O:8][CH2:6][N:22]1[C:21](=[O:28])[C:20]([C:14]2[CH:19]=[CH:18][CH:17]=[CH:16][CH:15]=2)([C:29]2[CH:30]=[CH:31][CH:32]=[CH:33][CH:34]=2)[C:25](=[O:26])[N:24]([CH2:3][O:4][CH3:5])[C:23]1=[O:27]. (2) Given the reactants N1[C:5]2[CH:6]=[CH:7][CH:8]=[N:9][C:4]=2N=C1.[I:10]N1C(=O)CCC1=O.[C:18](#[N:20])[CH3:19], predict the reaction product. The product is: [I:10][C:19]1[N:9]2[CH:4]=[CH:5][CH:6]=[CH:7][C:8]2=[N:20][CH:18]=1. (3) Given the reactants C([O:3][C:4](=[O:29])[CH:5]([NH:13][C:14](=[O:28])[C:15]1[CH:20]=[CH:19][C:18]([NH:21][C:22]2[N:27]=[CH:26][CH:25]=[CH:24][N:23]=2)=[CH:17][CH:16]=1)[CH2:6][CH2:7][C:8]([O:10]CC)=[O:9])C.CO.[OH-].[Na+], predict the reaction product. The product is: [N:23]1[CH:24]=[CH:25][CH:26]=[N:27][C:22]=1[NH:21][C:18]1[CH:17]=[CH:16][C:15]([C:14]([NH:13][C@H:5]([C:4]([OH:29])=[O:3])[CH2:6][CH2:7][C:8]([OH:10])=[O:9])=[O:28])=[CH:20][CH:19]=1. (4) Given the reactants C(N(CC)CC)C.Cl.[NH2:9][CH:10]1[CH2:15][CH:14]([C:16]2[CH:21]=[CH:20][C:19]([C:22]([F:25])([F:24])[F:23])=[CH:18][CH:17]=2)[CH2:13][N:12]([C:26]([N:28]2[CH2:37][CH2:36][C:31]3([O:35][CH2:34][CH2:33][O:32]3)[CH2:30][CH2:29]2)=[O:27])[CH2:11]1.[CH:38]1([C:43](Cl)=[O:44])[CH2:42][CH2:41][CH2:40][CH2:39]1, predict the reaction product. The product is: [O:35]1[C:31]2([CH2:30][CH2:29][N:28]([C:26]([N:12]3[CH2:13][CH:14]([C:16]4[CH:21]=[CH:20][C:19]([C:22]([F:24])([F:25])[F:23])=[CH:18][CH:17]=4)[CH2:15][CH:10]([NH:9][C:43]([CH:38]4[CH2:42][CH2:41][CH2:40][CH2:39]4)=[O:44])[CH2:11]3)=[O:27])[CH2:37][CH2:36]2)[O:32][CH2:33][CH2:34]1. (5) Given the reactants [H-].[Na+].[Cl:3][C:4]1[CH:5]=[C:6]([OH:12])[C:7](=[CH:9][C:10]=1[Cl:11])[OH:8].C([O:17][C:18](=[O:21])[CH2:19]Br)(C)(C)C.C(=O)([O-])[O-].[K+].[K+].[CH3:28][S:29]([C:32]1[CH:37]=[CH:36][C:35](F)=[C:34]([Cl:39])[CH:33]=1)(=[O:31])=[O:30], predict the reaction product. The product is: [Cl:3][C:4]1[C:10]([Cl:11])=[CH:9][C:7]([O:8][CH2:19][C:18]([OH:17])=[O:21])=[C:6]([O:12][C:35]2[CH:36]=[CH:37][C:32]([S:29]([CH3:28])(=[O:31])=[O:30])=[CH:33][C:34]=2[Cl:39])[CH:5]=1. (6) Given the reactants Cl[C:2]1[C:7]([C:8]([O:10][CH2:11][CH3:12])=[O:9])=[CH:6][N:5]=[C:4]([Cl:13])[CH:3]=1.Cl.CN.[CH:17]([N:20](C(C)C)CC)(C)C, predict the reaction product. The product is: [Cl:13][C:4]1[CH:3]=[C:2]([NH:20][CH3:17])[C:7]([C:8]([O:10][CH2:11][CH3:12])=[O:9])=[CH:6][N:5]=1. (7) The product is: [CH3:30][N:25]1[CH:24]=[N:23][C:22]2[C:26]1=[N:27][CH:28]=[N:29][C:21]=2[NH:19][CH2:18][CH:15]1[CH2:14][CH2:13][N:12]([S:9]([CH2:8][CH2:7][C:1]2[CH:6]=[CH:5][CH:4]=[CH:3][CH:2]=2)(=[O:10])=[O:11])[CH2:17][CH2:16]1. Given the reactants [C:1]1([CH2:7][CH2:8][S:9]([N:12]2[CH2:17][CH2:16][CH:15]([CH2:18][NH2:19])[CH2:14][CH2:13]2)(=[O:11])=[O:10])[CH:6]=[CH:5][CH:4]=[CH:3][CH:2]=1.Cl[C:21]1[N:29]=[CH:28][N:27]=[C:26]2[C:22]=1[N:23]=[CH:24][N:25]2[CH3:30], predict the reaction product. (8) Given the reactants [Cl:1][C:2]1[CH:3]=[N:4][CH:5]=[C:6]([Cl:20])[C:7]=1[S:8][C:9]1[S:13][C:12]([C:14](Cl)=[O:15])=[CH:11][C:10]=1[N+:17]([O-:19])=[O:18].[Cl:21][C:22]1[CH:28]=[CH:27][CH:26]=[CH:25][C:23]=1[NH2:24], predict the reaction product. The product is: [Cl:21][C:22]1[CH:28]=[CH:27][CH:26]=[CH:25][C:23]=1[NH:24][C:14]([C:12]1[S:13][C:9]([S:8][C:7]2[C:2]([Cl:1])=[CH:3][N:4]=[CH:5][C:6]=2[Cl:20])=[C:10]([N+:17]([O-:19])=[O:18])[CH:11]=1)=[O:15]. (9) Given the reactants C[O:2][C:3](=[O:23])[C@H:4]([CH2:13][S:14][C:15]1[CH:20]=[CH:19][C:18]([Br:21])=[CH:17][C:16]=1[NH2:22])[NH:5][C:6]([O:8][C:9]([CH3:12])([CH3:11])[CH3:10])=[O:7].[OH-].[Na+], predict the reaction product. The product is: [NH2:22][C:16]1[CH:17]=[C:18]([Br:21])[CH:19]=[CH:20][C:15]=1[S:14][CH2:13][C@@H:4]([NH:5][C:6]([O:8][C:9]([CH3:12])([CH3:11])[CH3:10])=[O:7])[C:3]([OH:23])=[O:2]. (10) Given the reactants B(Br)(Br)Br.C[O:6][C:7]1[CH:8]=[C:9]([CH:15]=[CH:16][C:17]2[O:21][N:20]=[C:19]([CH2:22][CH2:23][CH2:24][CH2:25][CH2:26][CH2:27][CH2:28][CH2:29][CH3:30])[N:18]=2)[CH:10]=[CH:11][C:12]=1[O:13]C, predict the reaction product. The product is: [CH2:22]([C:19]1[N:18]=[C:17]([CH:16]=[CH:15][C:9]2[CH:8]=[C:7]([OH:6])[C:12]([OH:13])=[CH:11][CH:10]=2)[O:21][N:20]=1)[CH2:23][CH2:24][CH2:25][CH2:26][CH2:27][CH2:28][CH2:29][CH3:30].